Predict the reactants needed to synthesize the given product. From a dataset of Full USPTO retrosynthesis dataset with 1.9M reactions from patents (1976-2016). (1) Given the product [CH2:47]([CH:43]1[CH2:42][CH2:41][CH2:40][CH2:39][CH2:38][CH2:37][CH:36]2[CH:46]=[C:44]1[CH2:45][N:35]2[S:32]([C:27]1[C:26]([CH3:61])=[CH:31][CH:30]=[CH:29][CH:28]=1)(=[O:33])=[O:34])[CH2:48][CH2:49][CH3:50], predict the reactants needed to synthesize it. The reactants are: CC(N=NC(C#N)(C)C)(C#N)C.C([SnH](CCCC)CCCC)CCC.[C:26]1([CH3:61])[C:27]([S:32]([N:35]2[CH2:45][C:44]3=[CH:46][CH:36]2[CH2:37][CH2:38][CH2:39][CH2:40][CH2:41][CH2:42][CH:43]3[CH:47](OC(=S)OC2C=CC=CC=2)[CH2:48][CH2:49][CH3:50])(=[O:34])=[O:33])=[CH:28][CH:29]=[CH:30][CH:31]=1. (2) The reactants are: C[O:2][C:3]1[C:8]([O:9][CH3:10])=[CH:7][CH:6]=[CH:5][C:4]=1[C:11]1[C:12](N)=[N:13][CH:14]=[CH:15][CH:16]=1.C(O)(=O)C.N(OC(C)(C)C)=O. Given the product [CH3:10][O:9][C:8]1[C:3]2[O:2][C:12]3[C:11]([C:4]=2[CH:5]=[CH:6][CH:7]=1)=[CH:16][CH:15]=[CH:14][N:13]=3, predict the reactants needed to synthesize it. (3) Given the product [F:25][CH:26]1[CH2:31][CH2:30][N:29]([CH2:6][C:7]2[CH:8]=[C:9]3[C:14](=[CH:15][CH:16]=2)[C@H:13]([NH2:17])[CH2:12][CH2:11][CH2:10]3)[CH2:28][CH2:27]1, predict the reactants needed to synthesize it. The reactants are: CS(O[CH2:6][C:7]1[CH:16]=[CH:15][C:14]2[C@H:13]([NH:17]C(OC(C)(C)C)=O)[CH2:12][CH2:11][CH2:10][C:9]=2[CH:8]=1)(=O)=O.[F:25][CH:26]1[CH2:31][CH2:30][NH:29][CH2:28][CH2:27]1.Cl.C([O-])([O-])=O.[K+].[K+]. (4) Given the product [CH2:29]([NH:36][C:19]([C:16]1[CH:17]=[CH:18][C:11]2[CH2:10][CH2:9][N:8]([C:6]([O:5][C:1]([CH3:3])([CH3:4])[CH3:2])=[O:7])[CH2:14][CH2:13][C:12]=2[CH:15]=1)=[O:20])[C:30]1[CH:35]=[CH:34][CH:33]=[CH:32][CH:31]=1, predict the reactants needed to synthesize it. The reactants are: [C:1]([O:5][C:6]([N:8]1[CH2:14][CH2:13][C:12]2[CH:15]=[C:16]([C:19](O)=[O:20])[CH:17]=[CH:18][C:11]=2[CH2:10][CH2:9]1)=[O:7])([CH3:4])([CH3:3])[CH3:2].C(N(CC)CC)C.[CH2:29]([NH2:36])[C:30]1[CH:35]=[CH:34][CH:33]=[CH:32][CH:31]=1.F[P-](F)(F)(F)(F)F.N1(OC(N(C)C)=[N+](C)C)C2N=CC=CC=2N=N1. (5) Given the product [Cl:9][C:10]1[CH:11]=[C:12]([CH:17]([CH2:22][CH:23]2[CH2:27][CH2:26][CH2:25][O:24]2)[C:18]([OH:20])=[O:19])[CH:13]=[CH:14][C:15]=1[Cl:16], predict the reactants needed to synthesize it. The reactants are: C([N-]C(C)C)(C)C.[Li+].[Cl:9][C:10]1[CH:11]=[C:12]([CH2:17][C:18]([OH:20])=[O:19])[CH:13]=[CH:14][C:15]=1[Cl:16].Br[CH2:22][CH:23]1[CH2:27][CH2:26][CH2:25][O:24]1. (6) Given the product [CH2:15]([N:4]1[C:5]2[C:10](=[CH:9][CH:8]=[C:7]([C:11]([O:13][CH3:14])=[O:12])[CH:6]=2)[C:2]([CH3:1])=[N:3]1)[C:16]1[CH:21]=[CH:20][CH:19]=[CH:18][CH:17]=1.[CH2:15]([N:3]1[C:2]([CH3:1])=[C:10]2[C:5]([CH:6]=[C:7]([C:11]([O:13][CH3:14])=[O:12])[CH:8]=[CH:9]2)=[N:4]1)[C:16]1[CH:21]=[CH:20][CH:19]=[CH:18][CH:17]=1, predict the reactants needed to synthesize it. The reactants are: [CH3:1][C:2]1[C:10]2[C:5](=[CH:6][C:7]([C:11]([O:13][CH3:14])=[O:12])=[CH:8][CH:9]=2)[NH:4][N:3]=1.[CH2:15](Br)[C:16]1[CH:21]=[CH:20][CH:19]=[CH:18][CH:17]=1.C(=O)([O-])[O-].[K+].[K+].C1OCCOCCOCCOCCOCCOC1. (7) Given the product [OH:2][C:3]1[CH:8]=[CH:7][CH:6]=[CH:5][C:4]=1[N:9]1[CH2:30][CH2:29][C:12]2([C:16](=[O:17])[N:15]([C:18]3[CH:23]=[CH:22][C:21]([O:24][C:25]([F:27])([F:28])[F:26])=[CH:20][CH:19]=3)[CH2:14][CH2:13]2)[CH2:11][CH2:10]1, predict the reactants needed to synthesize it. The reactants are: C[O:2][C:3]1[CH:8]=[CH:7][CH:6]=[CH:5][C:4]=1[N:9]1[CH2:30][CH2:29][C:12]2([C:16](=[O:17])[N:15]([C:18]3[CH:23]=[CH:22][C:21]([O:24][C:25]([F:28])([F:27])[F:26])=[CH:20][CH:19]=3)[CH2:14][CH2:13]2)[CH2:11][CH2:10]1.